This data is from Forward reaction prediction with 1.9M reactions from USPTO patents (1976-2016). The task is: Predict the product of the given reaction. Given the reactants [F:1][C:2]1[CH:28]=[CH:27][C:5]([NH:6][C:7]2[CH:19]=[C:18]([C:20]3[CH:25]=[CH:24][C:23]([OH:26])=[CH:22][CH:21]=3)[CH:17]=[CH:16][C:8]=2[C:9]([O:11]C(C)(C)C)=[O:10])=[CH:4][CH:3]=1, predict the reaction product. The product is: [F:1][C:2]1[CH:28]=[CH:27][C:5]([NH:6][C:7]2[CH:19]=[C:18]([C:20]3[CH:25]=[CH:24][C:23]([OH:26])=[CH:22][CH:21]=3)[CH:17]=[CH:16][C:8]=2[C:9]([OH:11])=[O:10])=[CH:4][CH:3]=1.